This data is from Full USPTO retrosynthesis dataset with 1.9M reactions from patents (1976-2016). The task is: Predict the reactants needed to synthesize the given product. (1) Given the product [CH3:1][C:2]1([CH3:38])[O:7][C:6]2[CH:8]=[CH:9][C:10]([C@H:12]3[O:16][C:15](=[O:17])[N:14]([CH2:18][CH2:19][C:20]4[CH:25]=[CH:24][C:23]([O:26][CH2:27][CH2:28][O:29][CH2:30][C:31]5[CH:32]=[C:33]([C:47]6[CH:46]=[CH:45][CH:44]=[C:43]([C:41]([O:40][CH3:39])=[O:42])[CH:48]=6)[CH:34]=[CH:35][CH:36]=5)=[CH:22][CH:21]=4)[CH2:13]3)=[CH:11][C:5]=2[CH2:4][O:3]1, predict the reactants needed to synthesize it. The reactants are: [CH3:1][C:2]1([CH3:38])[O:7][C:6]2[CH:8]=[CH:9][C:10]([C@H:12]3[O:16][C:15](=[O:17])[N:14]([CH2:18][CH2:19][C:20]4[CH:25]=[CH:24][C:23]([O:26][CH2:27][CH2:28][O:29][CH2:30][C:31]5[CH:36]=[CH:35][CH:34]=[C:33](I)[CH:32]=5)=[CH:22][CH:21]=4)[CH2:13]3)=[CH:11][C:5]=2[CH2:4][O:3]1.[CH3:39][O:40][C:41]([C:43]1[CH:44]=[C:45](B(O)O)[CH:46]=[CH:47][CH:48]=1)=[O:42].C(=O)([O-])[O-].[Na+].[Na+]. (2) Given the product [CH:1]1([N:6]2[CH2:12][C:11]([F:14])([F:13])[C:10](=[O:15])[N:9]([CH3:16])[C:8]3[CH:17]=[N:18][C:19]([NH:21][C:22]4[CH:30]=[CH:29][C:25]([C:26]([NH:63][CH:60]5[CH2:61][CH2:62][N:57]([CH3:56])[CH2:58][CH2:59]5)=[O:28])=[CH:24][C:23]=4[CH3:31])=[N:20][C:7]2=3)[CH2:2][CH2:3][CH2:4][CH2:5]1, predict the reactants needed to synthesize it. The reactants are: [CH:1]1([N:6]2[CH2:12][C:11]([F:14])([F:13])[C:10](=[O:15])[N:9]([CH3:16])[C:8]3[CH:17]=[N:18][C:19]([NH:21][C:22]4[CH:30]=[CH:29][C:25]([C:26]([OH:28])=O)=[CH:24][C:23]=4[CH3:31])=[N:20][C:7]2=3)[CH2:5][CH2:4][CH2:3][CH2:2]1.CN(C(ON1N=NC2C=CC=NC1=2)=[N+](C)C)C.F[P-](F)(F)(F)(F)F.[CH3:56][N:57]1[CH2:62][CH2:61][CH:60]([NH2:63])[CH2:59][CH2:58]1. (3) Given the product [Br:1][C:2]1[CH:16]=[C:15]([CH2:17][NH:22][CH3:21])[CH:14]=[CH:13][C:3]=1[O:4][CH2:5][C:6]([O:8][C:9]([CH3:12])([CH3:11])[CH3:10])=[O:7], predict the reactants needed to synthesize it. The reactants are: [Br:1][C:2]1[CH:16]=[C:15]([CH:17]=O)[CH:14]=[CH:13][C:3]=1[O:4][CH2:5][C:6]([O:8][C:9]([CH3:12])([CH3:11])[CH3:10])=[O:7].CO.[CH3:21][NH2:22].